From a dataset of M1 muscarinic receptor agonist screen with 61,833 compounds. Binary Classification. Given a drug SMILES string, predict its activity (active/inactive) in a high-throughput screening assay against a specified biological target. (1) The molecule is s1c2nc(nc(NCC(OC)=O)c2c(c1C(OCC)=O)C)CC(OC)=O. The result is 0 (inactive). (2) The molecule is S(=O)(=O)(NCCc1ccccc1)c1ccc(NC(=O)c2occc2)cc1. The result is 0 (inactive). (3) The drug is Clc1c(CSC=2N(CCN2)C(=O)CC)cccc1. The result is 0 (inactive). (4) The drug is Clc1cc(NC(=O)c2c3n(nc2)cccn3)ccc1. The result is 0 (inactive). (5) The compound is O=C(Nc1c(cc(C(C)(C)C)cc1C)C)CN(CC)CC. The result is 0 (inactive).